From a dataset of Catalyst prediction with 721,799 reactions and 888 catalyst types from USPTO. Predict which catalyst facilitates the given reaction. (1) Reactant: [Br:1][C:2]1[N:6]2[N:7]=[C:8](F)[CH:9]=[CH:10][C:5]2=[N:4][CH:3]=1.[O:12]1[CH2:17][CH2:16][CH:15]([NH2:18])[CH2:14][CH2:13]1.C(=O)([O-])[O-].[Cs+].[Cs+]. Product: [Br:1][C:2]1[N:6]2[N:7]=[C:8]([NH:18][CH:15]3[CH2:16][CH2:17][O:12][CH2:13][CH2:14]3)[CH:9]=[CH:10][C:5]2=[N:4][CH:3]=1. The catalyst class is: 3. (2) Reactant: [F:1][C:2]1[CH:10]=[C:9]2[C:5]([C:6]([C:23]3[N:24]=[C:25]4[C:31]([CH:32]=[O:33])=[CH:30][N:29]([CH2:34][O:35][CH2:36][CH2:37][Si:38]([CH3:41])([CH3:40])[CH3:39])[C:26]4=[N:27][CH:28]=3)=[N:7][N:8]2[CH2:11][CH:12]2[CH2:15][N:14]([C:16]([O:18][C:19]([CH3:22])([CH3:21])[CH3:20])=[O:17])[CH2:13]2)=[CH:4][CH:3]=1.S(=O)(=O)([OH:44])N.Cl([O-])=O.[Na+].P([O-])(O)(O)=O.[K+]. Product: [C:19]([O:18][C:16]([N:14]1[CH2:13][CH:12]([CH2:11][N:8]2[C:9]3[C:5](=[CH:4][CH:3]=[C:2]([F:1])[CH:10]=3)[C:6]([C:23]3[N:24]=[C:25]4[C:31]([C:32]([OH:44])=[O:33])=[CH:30][N:29]([CH2:34][O:35][CH2:36][CH2:37][Si:38]([CH3:41])([CH3:40])[CH3:39])[C:26]4=[N:27][CH:28]=3)=[N:7]2)[CH2:15]1)=[O:17])([CH3:22])([CH3:21])[CH3:20]. The catalyst class is: 38.